From a dataset of Forward reaction prediction with 1.9M reactions from USPTO patents (1976-2016). Predict the product of the given reaction. (1) Given the reactants [CH3:1][N:2](C(ON1N=NC2C=CC=NC1=2)=[N+](C)C)C.F[P-](F)(F)(F)(F)F.[F:25][C:26]1[CH:31]=[CH:30][C:29]([CH:32]2[CH2:36][CH2:35][N:34]([C:37]([C:39]3[N:40]=[C:41]4[C:46]([C:47]([F:50])([F:49])[F:48])=[CH:45][C:44]([C:51]5[CH:55]=[CH:54][O:53][CH:52]=5)=[CH:43][N:42]4[C:56]=3[CH2:57][C:58](O)=[O:59])=[O:38])[CH2:33]2)=[CH:28][CH:27]=1.CN, predict the reaction product. The product is: [F:25][C:26]1[CH:31]=[CH:30][C:29]([CH:32]2[CH2:36][CH2:35][N:34]([C:37]([C:39]3[N:40]=[C:41]4[C:46]([C:47]([F:49])([F:48])[F:50])=[CH:45][C:44]([C:51]5[CH:55]=[CH:54][O:53][CH:52]=5)=[CH:43][N:42]4[C:56]=3[CH2:57][C:58]([NH:2][CH3:1])=[O:59])=[O:38])[CH2:33]2)=[CH:28][CH:27]=1. (2) Given the reactants [O:1]=[C:2]1[NH:10][C:5]2=[N:6][CH:7]=[CH:8][CH:9]=[C:4]2[N:3]1[CH:11]1[CH2:16][CH2:15][N:14](C(OCC2C=CC=CC=2)=O)[CH2:13][CH2:12]1.[H][H], predict the reaction product. The product is: [NH:14]1[CH2:13][CH2:12][CH:11]([N:3]2[C:4]3[C:5](=[N:6][CH:7]=[CH:8][CH:9]=3)[NH:10][C:2]2=[O:1])[CH2:16][CH2:15]1.